This data is from Catalyst prediction with 721,799 reactions and 888 catalyst types from USPTO. The task is: Predict which catalyst facilitates the given reaction. (1) Reactant: O[CH2:2][C-:3]1[CH:7]=[CH:6][CH:5]=[CH:4]1.[C-:8]1([CH2:13]O)[CH:12]=[CH:11][CH:10]=[CH:9]1.[Fe+2:15].N1C=CC=CC=1.P(Cl)(Cl)[Cl:23]. Product: [Cl:23][CH2:2][C-:3]1[CH:7]=[CH:6][CH:5]=[CH:4]1.[C-:8]1([CH2:13][Cl:23])[CH:12]=[CH:11][CH:10]=[CH:9]1.[Fe+2:15]. The catalyst class is: 1. (2) Reactant: C(Cl)Cl.[C:4]([NH:12][C:13]1[CH:36]=[CH:35][N:16]([C@@H:17]2[O:34][C@H:24]([CH2:25][O:26][Si](C(C)(C)C)(C)C)[C@@H:19]([O:20][CH2:21]SC)[CH2:18]2)[C:15](=[O:37])[N:14]=1)(=[O:11])[C:5]1[CH:10]=[CH:9][CH:8]=[CH:7][CH:6]=1.C1CCCCC=1.[N-:44]=[N+:45]=[N-:46].[Na+].[NH4+].[F-]. Product: [C:4]([NH:12][C:13]1[CH:36]=[CH:35][N:16]([C@@H:17]2[O:34][C@H:24]([CH2:25][OH:26])[C@@H:19]([O:20][CH2:21][N:44]=[N+:45]=[N-:46])[CH2:18]2)[C:15](=[O:37])[N:14]=1)(=[O:11])[C:5]1[CH:6]=[CH:7][CH:8]=[CH:9][CH:10]=1. The catalyst class is: 6. (3) Reactant: [Cl:1][C:2]1[CH:6]=[N:5][N:4]([CH3:7])[C:3]=1[C:8]1[CH:9]=[C:10]([NH:15][C:16]([NH:18][C:19]2[CH:24]=[CH:23][C:22]([F:25])=[CH:21][C:20]=2[F:26])=[O:17])[CH:11]=[CH:12][C:13]=1[OH:14].C1(P(C2C=CC=CC=2)C2C=CC=CC=2)C=CC=CC=1.[CH3:46][N:47]([CH3:51])[CH2:48][CH2:49]O.N(C(OC(C)C)=O)=NC(OC(C)C)=O. Product: [Cl:1][C:2]1[CH:6]=[N:5][N:4]([CH3:7])[C:3]=1[C:8]1[CH:9]=[C:10]([NH:15][C:16]([NH:18][C:19]2[CH:24]=[CH:23][C:22]([F:25])=[CH:21][C:20]=2[F:26])=[O:17])[CH:11]=[CH:12][C:13]=1[O:14][CH2:49][CH2:48][N:47]([CH3:51])[CH3:46]. The catalyst class is: 1. (4) Reactant: Br[C:2]1[CH:3]=[C:4]2[C:10]([C:11]3[CH:12]=[C:13]4[C:17](=[CH:18][CH:19]=3)[NH:16][CH:15]=[CH:14]4)=[CH:9][N:8](S(C3C=CC(C)=CC=3)(=O)=O)[C:5]2=[N:6][CH:7]=1.CC1(C)C(C)(C)OB([C:38]2[CH:57]=[CH:56][C:41]([CH2:42][N:43]3[CH2:48][CH2:47][N:46]([C:49]([O:51][C:52]([CH3:55])([CH3:54])[CH3:53])=[O:50])[CH2:45][CH2:44]3)=[CH:40][CH:39]=2)O1.C(=O)([O-])[O-].[Na+].[Na+]. Product: [NH:16]1[C:17]2[C:18](=[CH:19][C:11]([C:10]3[C:4]4[C:5](=[N:6][CH:7]=[C:2]([C:38]5[CH:57]=[CH:56][C:41]([CH2:42][N:43]6[CH2:44][CH2:45][N:46]([C:49]([O:51][C:52]([CH3:53])([CH3:55])[CH3:54])=[O:50])[CH2:47][CH2:48]6)=[CH:40][CH:39]=5)[CH:3]=4)[NH:8][CH:9]=3)=[CH:12][CH:13]=2)[CH:14]=[CH:15]1. The catalyst class is: 10. (5) Reactant: [F:1][C@H:2]1[C@@H:7]([O:8][C:9]2[CH:16]=[CH:15][C:14]([C:17]3[N:22]=[C:21]([NH:23][C:24]4[CH:29]=[CH:28][C:27]([N:30]5[CH2:35][CH2:34][N:33]([CH:36]6[CH2:39][O:38][CH2:37]6)[CH2:32][CH2:31]5)=[CH:26][CH:25]=4)[N:20]=[CH:19][N:18]=3)=[CH:13][C:10]=2[C:11]#[N:12])[CH2:6][CH2:5][NH:4][CH2:3]1.[C:40]([CH2:42][C:43](O)=[O:44])#[N:41].CN(C(ON1N=NC2C=CC=NC1=2)=[N+](C)C)C.F[P-](F)(F)(F)(F)F.CCN(C(C)C)C(C)C. Product: [C:40]([CH2:42][C:43]([N:4]1[CH2:5][CH2:6][C@H:7]([O:8][C:9]2[CH:16]=[CH:15][C:14]([C:17]3[N:22]=[C:21]([NH:23][C:24]4[CH:29]=[CH:28][C:27]([N:30]5[CH2:31][CH2:32][N:33]([CH:36]6[CH2:39][O:38][CH2:37]6)[CH2:34][CH2:35]5)=[CH:26][CH:25]=4)[N:20]=[CH:19][N:18]=3)=[CH:13][C:10]=2[C:11]#[N:12])[C@H:2]([F:1])[CH2:3]1)=[O:44])#[N:41]. The catalyst class is: 3. (6) Reactant: [CH2:1]([C:13]1[S:14][CH:15]=[CH:16][CH:17]=1)[CH2:2][CH2:3][CH2:4][CH2:5][CH2:6][CH2:7][CH2:8][CH2:9][CH2:10][CH2:11][CH3:12].[Li]CCCC.[CH3:23][Sn:24](Cl)([CH3:26])[CH3:25]. Product: [CH2:1]([C:13]1[S:14][C:15]([Sn:24]([CH3:26])([CH3:25])[CH3:23])=[CH:16][CH:17]=1)[CH2:2][CH2:3][CH2:4][CH2:5][CH2:6][CH2:7][CH2:8][CH2:9][CH2:10][CH2:11][CH3:12]. The catalyst class is: 1. (7) Reactant: [Cl:1][C:2]1[CH:7]=[C:6]([Cl:8])[CH:5]=[CH:4][C:3]=1[CH2:9][S:10](Cl)(=[O:12])=[O:11].FC1C(F)=C(F)C(F)=C(F)C=1[O:25][C:26]([C:28]1[C:33](O)=[CH:32][CH:31]=[CH:30][N:29]=1)=O.C(=O)([O-])[O-:36].[K+].[K+]. Product: [Cl:1][C:2]1[CH:7]=[C:6]([Cl:8])[CH:5]=[CH:4][C:3]=1[C:9]1[S:10](=[O:12])(=[O:36])[O:11][C:33]([CH3:32])=[C:28]([N:29]=[CH:30][CH3:31])[C:26]=1[OH:25]. The catalyst class is: 10.